Dataset: Forward reaction prediction with 1.9M reactions from USPTO patents (1976-2016). Task: Predict the product of the given reaction. (1) Given the reactants [BH4-].[Na+].[CH2:3]([C:5]1[CH:32]=[CH:31][C:8]([C:9]([N:11]2[CH2:30][CH2:29][C:14]3([C:19]4=[CH:20][CH:21]=[CH:22][N:18]4[C:17]4[CH:23]=[CH:24][C:25]([C:27]#[N:28])=[CH:26][C:16]=4[O:15]3)[CH2:13][CH2:12]2)=[O:10])=[CH:7][C:6]=1[O:33][CH3:34])[CH3:4], predict the reaction product. The product is: [NH2:28][CH2:27][C:25]1[CH:24]=[CH:23][C:17]2[N:18]3[CH:22]=[CH:21][CH:20]=[C:19]3[C:14]3([CH2:29][CH2:30][N:11]([C:9]([C:8]4[CH:31]=[CH:32][C:5]([CH2:3][CH3:4])=[C:6]([O:33][CH3:34])[CH:7]=4)=[O:10])[CH2:12][CH2:13]3)[O:15][C:16]=2[CH:26]=1. (2) Given the reactants FC(F)(F)C(O)=O.[CH3:8][CH:9]1[CH2:14][NH:13][CH2:12][CH2:11][N:10]1[C:15]1[C:24]2[C:19](=[CH:20][C:21]([S:25]([NH:28][C:29]3[CH:34]=[CH:33][N:32]=[CH:31][N:30]=3)(=[O:27])=[O:26])=[CH:22][CH:23]=2)[CH:18]=[CH:17][N:16]=1.CC(C)([O-])C.[Na+].[F:41][C:42]1[CH:47]=[CH:46][CH:45]=[C:44](I)[CH:43]=1, predict the reaction product. The product is: [F:41][C:42]1[CH:43]=[C:44]([N:13]2[CH2:12][CH2:11][N:10]([C:15]3[C:24]4[C:19](=[CH:20][C:21]([S:25]([NH:28][C:29]5[CH:34]=[CH:33][N:32]=[CH:31][N:30]=5)(=[O:27])=[O:26])=[CH:22][CH:23]=4)[CH:18]=[CH:17][N:16]=3)[CH:9]([CH3:8])[CH2:14]2)[CH:45]=[CH:46][CH:47]=1. (3) Given the reactants [OH:1][CH2:2][CH2:3][CH2:4][C:5]1[CH:10]=[CH:9][C:8]([C:11]2[C:12]([C:17]([O-:19])=[O:18])=[N:13][CH:14]=[CH:15][CH:16]=2)=[CH:7][CH:6]=1.N1C=CC=CC=1.CC(OI1(OC(C)=O)(OC(C)=O)O[C:37](=O)[C:36]2[CH:35]=[CH:34][CH:33]=[CH:32][C:31]1=2)=O, predict the reaction product. The product is: [O:1]=[CH:2][CH2:3][CH2:4][C:5]1[CH:10]=[CH:9][C:8]([C:11]2[C:12]([C:17]([O:19][CH2:37][C:36]3[CH:35]=[CH:34][CH:33]=[CH:32][CH:31]=3)=[O:18])=[N:13][CH:14]=[CH:15][CH:16]=2)=[CH:7][CH:6]=1. (4) Given the reactants [C:1]1([CH3:18])[CH:6]=[CH:5][CH:4]=[C:3]([NH:7][CH2:8][C:9]2[CH:14]=[C:13]([F:15])[C:12]([F:16])=[CH:11][C:10]=2[F:17])[CH:2]=1.[Cl:19][C:20](Cl)([O:22]C(=O)OC(Cl)(Cl)Cl)Cl, predict the reaction product. The product is: [C:1]1([CH3:18])[CH:6]=[CH:5][CH:4]=[C:3]([N:7]([CH2:8][C:9]2[CH:14]=[C:13]([F:15])[C:12]([F:16])=[CH:11][C:10]=2[F:17])[C:20]([Cl:19])=[O:22])[CH:2]=1. (5) Given the reactants [N:1]([C:10]([O:12][C:13]([CH3:16])([CH3:15])[CH3:14])=[O:11])=[N:2][C:3]([O:5][C:6]([CH3:9])([CH3:8])[CH3:7])=[O:4].[CH:17]1([Mg]Br)[CH2:19][CH2:18]1, predict the reaction product. The product is: [C:13]([O:12][C:10]([NH:1][N:2]([CH:17]1[CH2:19][CH2:18]1)[C:3](=[O:4])[O:5][C:6]([CH3:7])([CH3:8])[CH3:9])=[O:11])([CH3:16])([CH3:15])[CH3:14].